From a dataset of Forward reaction prediction with 1.9M reactions from USPTO patents (1976-2016). Predict the product of the given reaction. (1) Given the reactants C[O:2][C:3](=[O:37])[CH2:4][CH2:5][NH:6][CH2:7][C@H:8]([OH:36])[CH2:9][O:10][C:11]1[C:16]([CH3:17])=[CH:15][C:14]([C:18]2[N:22]=[C:21]([C:23]3[CH:28]=[C:27]([CH3:29])[C:26]([CH2:30][CH:31]([CH3:33])[CH3:32])=[CH:25][N:24]=3)[O:20][N:19]=2)=[CH:13][C:12]=1[CH2:34][CH3:35], predict the reaction product. The product is: [CH2:34]([C:12]1[CH:13]=[C:14]([C:18]2[N:22]=[C:21]([C:23]3[CH:28]=[C:27]([CH3:29])[C:26]([CH2:30][CH:31]([CH3:33])[CH3:32])=[CH:25][N:24]=3)[O:20][N:19]=2)[CH:15]=[C:16]([CH3:17])[C:11]=1[O:10][CH2:9][C@@H:8]([OH:36])[CH2:7][NH:6][CH2:5][CH2:4][C:3]([OH:37])=[O:2])[CH3:35]. (2) Given the reactants [C:1]([O:5][C:6](=[O:23])[NH:7][C@@H:8]([C:17](=[O:22])N(OC)C)[CH2:9][CH2:10][C:11]1[CH:16]=[CH:15][CH:14]=[CH:13][CH:12]=1)([CH3:4])([CH3:3])[CH3:2].[CH2:24]1COCC1, predict the reaction product. The product is: [C:1]([O:5][C:6](=[O:23])[NH:7][C@H:8]([CH2:9][CH2:10][C:11]1[CH:12]=[CH:13][CH:14]=[CH:15][CH:16]=1)[C:17](=[O:22])[CH3:24])([CH3:2])([CH3:3])[CH3:4]. (3) Given the reactants [F:1][C:2]([F:14])([F:13])[C:3]1[CH:4]=[N:5][CH:6]=[C:7]([CH:12]=1)[C:8]([O:10][CH3:11])=[O:9], predict the reaction product. The product is: [F:13][C:2]([F:1])([F:14])[CH:3]1[CH2:4][NH:5][CH2:6][CH:7]([C:8]([O:10][CH3:11])=[O:9])[CH2:12]1. (4) Given the reactants [Cl:1][C:2]1[C:10]2[C:5](=[CH:6][CH:7]=[C:8]([CH2:12][NH:13]C(=O)OC(C)(C)C)[C:9]=2[F:11])[NH:4][CH:3]=1.Cl, predict the reaction product. The product is: [ClH:1].[Cl:1][C:2]1[C:10]2[C:5](=[CH:6][CH:7]=[C:8]([CH2:12][NH2:13])[C:9]=2[F:11])[NH:4][CH:3]=1. (5) Given the reactants ClC(Cl)([O:4]C(=O)OC(Cl)(Cl)Cl)Cl.[Br:13][C:14]1[CH:15]=[C:16]([CH:27]=[C:28]([F:30])[CH:29]=1)[CH2:17][NH:18][NH:19][C:20]([O:22][C:23]([CH3:26])([CH3:25])[CH3:24])=[O:21].[CH:31]([N:34]([CH2:38]C)[CH:35]([CH3:37])[CH3:36])(C)C.[Cl:40][C:41]1[CH:48]=CC(NC)=C[CH:42]=1, predict the reaction product. The product is: [Br:13][C:14]1[CH:15]=[C:16]([CH:27]=[C:28]([F:30])[CH:29]=1)[CH2:17][N:18]([C:38](=[O:4])[N:34]([C:35]1[CH:36]=[CH:48][C:41]([Cl:40])=[CH:42][CH:37]=1)[CH3:31])[NH:19][C:20]([O:22][C:23]([CH3:26])([CH3:25])[CH3:24])=[O:21]. (6) Given the reactants [C:1]([C:4]12[CH2:13][CH:8]3[CH2:9][CH:10]([CH2:12][CH:6]([CH2:7]3)[CH2:5]1)[CH2:11]2)(=[O:3])[CH3:2].[O:14]=O, predict the reaction product. The product is: [OH:14][C:6]12[CH2:12][CH:10]3[CH2:9][CH:8]([CH2:13][C:4]([C:1](=[O:3])[CH3:2])([CH2:11]3)[CH2:5]1)[CH2:7]2. (7) Given the reactants [P:1]([OH:32])([OH:31])([O:3][CH2:4][C@@H:5]1[O:9][C:8](=[O:10])[N:7]([C:11]2[CH:16]=[CH:15][C:14]([C:17]3[CH:18]=[N:19][C:20]([NH:23][C:24]4[N:28]([CH3:29])[N:27]=[N:26][N:25]=4)=[CH:21][CH:22]=3)=[C:13]([F:30])[CH:12]=2)[CH2:6]1)=[O:2].C[O-].[Na+:35], predict the reaction product. The product is: [Na+:35].[Na+:35].[P:1]([O-:31])([O-:32])([O:3][CH2:4][C@@H:5]1[O:9][C:8](=[O:10])[N:7]([C:11]2[CH:16]=[CH:15][C:14]([C:17]3[CH:18]=[N:19][C:20]([NH:23][C:24]4[N:28]([CH3:29])[N:27]=[N:26][N:25]=4)=[CH:21][CH:22]=3)=[C:13]([F:30])[CH:12]=2)[CH2:6]1)=[O:2].